This data is from Catalyst prediction with 721,799 reactions and 888 catalyst types from USPTO. The task is: Predict which catalyst facilitates the given reaction. (1) Reactant: Cl[CH2:2][C:3]([NH:5][C:6]([CH2:16][OH:17])([CH3:15])[CH2:7][C:8]1[CH:13]=[CH:12][CH:11]=[C:10]([I:14])[CH:9]=1)=[O:4].CC([O-])(C)C.[K+]. Product: [I:14][C:10]1[CH:9]=[C:8]([CH:13]=[CH:12][CH:11]=1)[CH2:7][C:6]1([CH3:15])[NH:5][C:3](=[O:4])[CH2:2][O:17][CH2:16]1. The catalyst class is: 1. (2) Reactant: [OH:1][C@H:2]1[CH2:19][CH2:18][C@@:17]2([CH3:20])[C@@H:4]([CH2:5][CH2:6][C@:7]3([CH3:41])[C@@H:16]2[CH2:15][CH2:14][C@H:13]2[C@@:8]3([CH3:40])[CH2:9][CH2:10][C@@:11]3([C:27]([NH:29][CH2:30][C:31]4[CH:32]=[C:33]([CH:37]=[CH:38][CH:39]=4)[C:34]([OH:36])=O)=[O:28])[CH2:23][CH2:22][C@@H:21]([C:24]([CH3:26])=[CH2:25])[C@@H:12]32)[C:3]1([CH3:43])[CH3:42].[NH2:44][CH2:45][CH2:46][NH:47][C:48](=[O:50])[CH3:49].CCN=C=NCCCN(C)C.ON1C2N=CC=CC=2N=N1.CN1CCOCC1. Product: [C:48]([NH:47][CH2:46][CH2:45][NH:44][C:34]([C:33]1[CH:32]=[C:31]([CH:39]=[CH:38][CH:37]=1)[CH2:30][NH:29][C:27]([C@:11]12[CH2:23][CH2:22][C@@H:21]([C:24]([CH3:26])=[CH2:25])[C@@H:12]1[C@@H:13]1[C@@:8]([CH3:40])([CH2:9][CH2:10]2)[C@@:7]2([CH3:41])[C@@H:16]([C@:17]3([CH3:20])[C@@H:4]([CH2:5][CH2:6]2)[C:3]([CH3:43])([CH3:42])[C@@H:2]([OH:1])[CH2:19][CH2:18]3)[CH2:15][CH2:14]1)=[O:28])=[O:36])(=[O:50])[CH3:49]. The catalyst class is: 517. (3) Reactant: [Cl:1][C:2]1[CH:3]=[C:4]([N:8]([CH2:21][CH2:22][CH2:23][NH:24][C:25]([O:27][CH3:28])=[O:26])[C:9](=[O:20])[CH2:10][N:11](C)[C:12](=O)OC(C)(C)C)[CH:5]=[CH:6][CH:7]=1.C(=O)(O)[O-].[Na+]. Product: [Cl:1][C:2]1[CH:3]=[C:4]([N:8]([CH2:21][CH2:22][CH2:23][NH:24][C:25](=[O:26])[O:27][CH3:28])[C:9](=[O:20])[CH2:10][NH:11][CH3:12])[CH:5]=[CH:6][CH:7]=1. The catalyst class is: 137. (4) Product: [O:31]1[CH2:32][CH2:33][CH:28]([CH2:27][NH:26][CH2:25][C:21]2[CH:20]=[C:19]([CH:24]=[CH:23][CH:22]=2)[O:18][CH2:17][C:7]2[NH:6][C:11](=[O:12])[C:10]3[CH:13]=[CH:14][N:15]=[CH:16][C:9]=3[N:8]=2)[CH2:29][CH2:30]1. Reactant: COC1C=C(OC)C=CC=1C[N:6]1[C:11](=[O:12])[C:10]2[CH:13]=[CH:14][N:15]=[CH:16][C:9]=2[N:8]=[C:7]1[CH2:17][O:18][C:19]1[CH:24]=[CH:23][CH:22]=[C:21]([CH2:25][NH:26][CH2:27][CH:28]2[CH2:33][CH2:32][O:31][CH2:30][CH2:29]2)[CH:20]=1.ClCCl. The catalyst class is: 55. (5) Reactant: [Cl:1][C:2]1[C:7]([C:8]([NH2:10])=[O:9])=[C:6]([OH:11])[C:5]([NH:12][C:13]2[C:16](=[O:17])[C:15](=[O:18])[C:14]=2Cl)=[CH:4][CH:3]=1.[F:20][C:21]1[CH:27]=[CH:26][CH:25]=[CH:24][C:22]=1[NH2:23]. Product: [Cl:1][C:2]1[C:7]([C:8]([NH2:10])=[O:9])=[C:6]([OH:11])[C:5]([NH:12][C:13]2[C:16](=[O:17])[C:15](=[O:18])[C:14]=2[NH:23][C:22]2[CH:24]=[CH:25][CH:26]=[CH:27][C:21]=2[F:20])=[CH:4][CH:3]=1. The catalyst class is: 16. (6) Reactant: [O:1]([C:8]1[CH:13]=[CH:12][C:11]([CH:14]2[O:18]C(=O)[NH:16][CH:15]2[CH2:20][C:21]2[CH:26]=[CH:25][C:24]([C:27]([F:30])([F:29])[F:28])=[CH:23][CH:22]=2)=[CH:10][CH:9]=1)[C:2]1[CH:7]=[CH:6][CH:5]=[CH:4][CH:3]=1.[OH-].[Na+]. Product: [NH2:16][CH:15]([CH2:20][C:21]1[CH:22]=[CH:23][C:24]([C:27]([F:28])([F:29])[F:30])=[CH:25][CH:26]=1)[CH:14]([C:11]1[CH:10]=[CH:9][C:8]([O:1][C:2]2[CH:7]=[CH:6][CH:5]=[CH:4][CH:3]=2)=[CH:13][CH:12]=1)[OH:18]. The catalyst class is: 8. (7) Reactant: C(OC([N:8]1[CH2:13][CH2:12][CH:11]([N:14]([C:16](=[O:18])[CH3:17])[CH3:15])[CH2:10][CH2:9]1)=O)(C)(C)C.Cl. Product: [CH3:15][N:14]([CH:11]1[CH2:10][CH2:9][NH:8][CH2:13][CH2:12]1)[C:16](=[O:18])[CH3:17]. The catalyst class is: 25.